Task: Predict which catalyst facilitates the given reaction.. Dataset: Catalyst prediction with 721,799 reactions and 888 catalyst types from USPTO Reactant: [Br:1]Br.[CH3:3][C:4]1([CH3:12])[CH2:9][C:8](=[O:10])[CH2:7][C:6](=[O:11])[CH2:5]1. Product: [Br:1][CH:7]1[C:8](=[O:10])[CH2:9][C:4]([CH3:12])([CH3:3])[CH2:5][C:6]1=[O:11]. The catalyst class is: 52.